From a dataset of Peptide-MHC class I binding affinity with 185,985 pairs from IEDB/IMGT. Regression. Given a peptide amino acid sequence and an MHC pseudo amino acid sequence, predict their binding affinity value. This is MHC class I binding data. The peptide sequence is KINIFMAFL. The MHC is HLA-C15:02 with pseudo-sequence HLA-C15:02. The binding affinity (normalized) is 0.302.